From a dataset of NCI-60 drug combinations with 297,098 pairs across 59 cell lines. Regression. Given two drug SMILES strings and cell line genomic features, predict the synergy score measuring deviation from expected non-interaction effect. (1) Drug 1: CN1CCC(CC1)COC2=C(C=C3C(=C2)N=CN=C3NC4=C(C=C(C=C4)Br)F)OC. Drug 2: C1CN1P(=S)(N2CC2)N3CC3. Cell line: COLO 205. Synergy scores: CSS=15.2, Synergy_ZIP=-5.34, Synergy_Bliss=-6.10, Synergy_Loewe=-20.8, Synergy_HSA=-12.7. (2) Drug 1: CC1=CC2C(CCC3(C2CCC3(C(=O)C)OC(=O)C)C)C4(C1=CC(=O)CC4)C. Drug 2: C1=NC2=C(N1)C(=S)N=C(N2)N. Cell line: SF-295. Synergy scores: CSS=26.6, Synergy_ZIP=0.405, Synergy_Bliss=-2.54, Synergy_Loewe=-26.5, Synergy_HSA=-6.19. (3) Drug 1: C1=CN(C=N1)CC(O)(P(=O)(O)O)P(=O)(O)O. Drug 2: N.N.Cl[Pt+2]Cl. Cell line: KM12. Synergy scores: CSS=28.7, Synergy_ZIP=-9.17, Synergy_Bliss=-3.72, Synergy_Loewe=-1.16, Synergy_HSA=-1.57. (4) Drug 1: C1=CC(=CC=C1C#N)C(C2=CC=C(C=C2)C#N)N3C=NC=N3. Drug 2: CCN(CC)CCNC(=O)C1=C(NC(=C1C)C=C2C3=C(C=CC(=C3)F)NC2=O)C. Cell line: SR. Synergy scores: CSS=3.99, Synergy_ZIP=-0.573, Synergy_Bliss=2.19, Synergy_Loewe=-1.49, Synergy_HSA=-1.52. (5) Drug 1: C1C(C(OC1N2C=C(C(=O)NC2=O)F)CO)O. Drug 2: CC1CCC2CC(C(=CC=CC=CC(CC(C(=O)C(C(C(=CC(C(=O)CC(OC(=O)C3CCCCN3C(=O)C(=O)C1(O2)O)C(C)CC4CCC(C(C4)OC)OCCO)C)C)O)OC)C)C)C)OC. Cell line: SNB-75. Synergy scores: CSS=8.28, Synergy_ZIP=-1.36, Synergy_Bliss=2.85, Synergy_Loewe=0.000883, Synergy_HSA=0.860. (6) Cell line: T-47D. Drug 2: CN1C(=O)N2C=NC(=C2N=N1)C(=O)N. Synergy scores: CSS=-8.16, Synergy_ZIP=3.60, Synergy_Bliss=-6.76, Synergy_Loewe=-40.1, Synergy_HSA=-17.9. Drug 1: C1CC(C1)(C(=O)O)C(=O)O.[NH2-].[NH2-].[Pt+2]. (7) Drug 1: C1=C(C(=O)NC(=O)N1)F. Drug 2: C1CN(P(=O)(OC1)NCCCl)CCCl. Cell line: SN12C. Synergy scores: CSS=13.9, Synergy_ZIP=-3.37, Synergy_Bliss=-7.73, Synergy_Loewe=-19.4, Synergy_HSA=-8.08. (8) Drug 1: CN(C)C1=NC(=NC(=N1)N(C)C)N(C)C. Drug 2: C1CCC(C(C1)N)N.C(=O)(C(=O)[O-])[O-].[Pt+4]. Cell line: A498. Synergy scores: CSS=0.285, Synergy_ZIP=-4.84, Synergy_Bliss=-4.77, Synergy_Loewe=-32.2, Synergy_HSA=-9.20.